From a dataset of Ames mutagenicity test results for genotoxicity prediction. Regression/Classification. Given a drug SMILES string, predict its toxicity properties. Task type varies by dataset: regression for continuous values (e.g., LD50, hERG inhibition percentage) or binary classification for toxic/non-toxic outcomes (e.g., AMES mutagenicity, cardiotoxicity, hepatotoxicity). Dataset: ames. (1) The drug is NNc1nc(-c2ccc(N)cc2)cs1. The result is 1 (mutagenic). (2) The drug is O=[N+]([O-])O[C@@H]1CO[C@H]2[C@@H]1OC[C@H]2O. The result is 0 (non-mutagenic). (3) The compound is Cc1cnc2c(n1)c(C)c(C)c1c2nc(N)n1C. The result is 1 (mutagenic). (4) The result is 1 (mutagenic). The molecule is Oc1cnnc(O)n1. (5) The molecule is CC1COCc2cc3c(cc21)C(C)(C)C(C)C3(C)C. The result is 0 (non-mutagenic).